From a dataset of Catalyst prediction with 721,799 reactions and 888 catalyst types from USPTO. Predict which catalyst facilitates the given reaction. (1) Reactant: [C:1]([NH:9][C:10]1[N:18]=[CH:17][N:16]=[C:15]2[C:11]=1[NH:12][CH:13]=[N:14]2)(=[O:8])[C:2]1[CH:7]=[CH:6][CH:5]=[CH:4][CH:3]=1.[H-].[Na+].Br[CH2:22][C:23]([O:25][CH2:26][CH3:27])=[O:24]. Product: [C:1]([NH:9][C:10]1[N:18]=[CH:17][N:16]=[C:15]2[C:11]=1[N:12]=[CH:13][N:14]2[CH2:22][C:23]([O:25][CH2:26][CH3:27])=[O:24])(=[O:8])[C:2]1[CH:7]=[CH:6][CH:5]=[CH:4][CH:3]=1. The catalyst class is: 3. (2) Reactant: Cl[C:2]1[C:3]2[CH:10]=[C:9]([C:11]([O:13][CH2:14][CH3:15])=[O:12])[S:8][C:4]=2[N:5]=[CH:6][N:7]=1.[CH2:16]([NH2:24])[CH2:17][C:18]1[CH:23]=[CH:22][CH:21]=[CH:20][CH:19]=1.C(=O)([O-])[O-].[K+].[K+]. Product: [CH2:16]([NH:24][C:2]1[C:3]2[CH:10]=[C:9]([C:11]([O:13][CH2:14][CH3:15])=[O:12])[S:8][C:4]=2[N:5]=[CH:6][N:7]=1)[CH2:17][C:18]1[CH:23]=[CH:22][CH:21]=[CH:20][CH:19]=1. The catalyst class is: 10. (3) Reactant: FC1C=C(C=CC=1)CN1C2C(=CC=CC=2CCC2C=CC(C(O)=O)=CC=2)CC1.[CH3:29][O:30][C:31]1[CH:32]=[C:33]([CH2:37][C:38]([N:40]2[C:48]3[C:43](=[CH:44][CH:45]=[CH:46][C:47]=3[CH2:49][CH2:50][C:51]3[CH:60]=[CH:59][C:54]([C:55]([O:57]C)=[O:56])=[CH:53][CH:52]=3)[CH2:42][CH2:41]2)=[O:39])[CH:34]=[CH:35][CH:36]=1.[Li+].[OH-]. The catalyst class is: 12. Product: [CH3:29][O:30][C:31]1[CH:32]=[C:33]([CH2:37][C:38]([N:40]2[C:48]3[C:43](=[CH:44][CH:45]=[CH:46][C:47]=3[CH2:49][CH2:50][C:51]3[CH:52]=[CH:53][C:54]([C:55]([OH:57])=[O:56])=[CH:59][CH:60]=3)[CH2:42][CH2:41]2)=[O:39])[CH:34]=[CH:35][CH:36]=1. (4) Reactant: Cl.[NH2:2][CH2:3][CH2:4][O:5][C:6]1[C:15]2[C:10](=[CH:11][CH:12]=[CH:13][CH:14]=2)[C:9](=[O:16])[NH:8][C:7]=1[C:17]1[CH:22]=[CH:21][CH:20]=[CH:19][CH:18]=1.[CH2:23]=O. Product: [CH3:23][NH:2][CH2:3][CH2:4][O:5][C:6]1[C:15]2[C:10](=[CH:11][CH:12]=[CH:13][CH:14]=2)[C:9](=[O:16])[NH:8][C:7]=1[C:17]1[CH:22]=[CH:21][CH:20]=[CH:19][CH:18]=1. The catalyst class is: 106. (5) Reactant: [Na].[CH3:2][O:3][C:4](=[O:9])[C:5]([OH:8])([CH3:7])[CH3:6].Br[C:11]1[C:16]([N+:17]([O-:19])=[O:18])=[CH:15][CH:14]=[C:13]([Br:20])[N:12]=1. Product: [CH3:2][O:3][C:4](=[O:9])[C:5]([O:8][C:11]1[C:16]([N+:17]([O-:19])=[O:18])=[CH:15][CH:14]=[C:13]([Br:20])[N:12]=1)([CH3:7])[CH3:6]. The catalyst class is: 12. (6) Reactant: Cl[C:2]1[C:7]([NH2:8])=[C:6]([Cl:9])[N:5]=[CH:4][N:3]=1.[CH2:10]([NH2:13])[CH2:11][CH3:12]. Product: [Cl:9][C:6]1[N:5]=[CH:4][N:3]=[C:2]([NH:13][CH2:10][CH2:11][CH3:12])[C:7]=1[NH2:8]. The catalyst class is: 378.